This data is from Full USPTO retrosynthesis dataset with 1.9M reactions from patents (1976-2016). The task is: Predict the reactants needed to synthesize the given product. (1) Given the product [CH3:1][O:2][C:3]1[CH:4]=[C:5]([CH:28]=[C:29]([O:32][CH3:33])[C:30]=1[CH3:31])[C:6]([N:8]([CH2:18][C:19]1[S:20][C:21]([CH3:27])=[C:22]([C:24]([NH:51][S:48]([N:47]([CH3:52])[CH3:46])(=[O:50])=[O:49])=[O:25])[N:23]=1)[CH2:9][CH2:10][CH2:11][C:12]1[CH:17]=[CH:16][CH:15]=[CH:14][CH:13]=1)=[O:7], predict the reactants needed to synthesize it. The reactants are: [CH3:1][O:2][C:3]1[CH:4]=[C:5]([CH:28]=[C:29]([O:32][CH3:33])[C:30]=1[CH3:31])[C:6]([N:8]([CH2:18][C:19]1[S:20][C:21]([CH3:27])=[C:22]([C:24](O)=[O:25])[N:23]=1)[CH2:9][CH2:10][CH2:11][C:12]1[CH:17]=[CH:16][CH:15]=[CH:14][CH:13]=1)=[O:7].C1N=CN(C(N2C=NC=C2)=O)C=1.[CH3:46][N:47]([CH3:52])[S:48]([NH2:51])(=[O:50])=[O:49].C1CCN2C(=NCCC2)CC1. (2) Given the product [C:1]([O:4][CH2:5][C:6]#[C:7][CH2:8][O:9][C:10]1[CH:15]=[CH:14][C:13]([S:16]([N:19]2[CH2:24][CH2:23][S:22][C:21]([CH3:25])([CH3:26])[C@@H:20]2[C:27]([OH:29])=[O:28])(=[O:18])=[O:17])=[CH:12][CH:11]=1)(=[O:3])[CH3:2], predict the reactants needed to synthesize it. The reactants are: [C:1]([O:4][CH2:5][C:6]#[C:7][CH2:8][O:9][C:10]1[CH:15]=[CH:14][C:13]([S:16]([N:19]2[CH2:24][CH2:23][S:22][C:21]([CH3:26])([CH3:25])[C@@H:20]2[C:27]([O:29]C(C)(C)C)=[O:28])(=[O:18])=[O:17])=[CH:12][CH:11]=1)(=[O:3])[CH3:2].Cl. (3) The reactants are: [I-].C[N+](C)(C)[CH2:4][C:5]1[CH:10]=[C:9]([CH3:11])[C:8]([OH:12])=[C:7]([O:13][CH3:14])[CH:6]=1.[P:17]([O:22]C)([O:20][CH3:21])[O:18][CH3:19]. Given the product [OH:12][C:8]1[C:9]([CH3:11])=[CH:10][C:5]([CH2:4][P:17](=[O:22])([O:20][CH3:21])[O:18][CH3:19])=[CH:6][C:7]=1[O:13][CH3:14], predict the reactants needed to synthesize it. (4) Given the product [CH3:35][N:36]([CH3:40])[CH2:37][CH2:38][NH:39][C:26]([NH:15][C:11]1[CH:10]=[C:9]([C:4]2[CH:5]=[CH:6][CH:7]=[CH:8][C:3]=2[O:2][CH3:1])[N:14]=[CH:13][N:12]=1)=[O:27], predict the reactants needed to synthesize it. The reactants are: [CH3:1][O:2][C:3]1[CH:8]=[CH:7][CH:6]=[CH:5][C:4]=1[C:9]1[N:14]=[CH:13][N:12]=[C:11]([NH2:15])[CH:10]=1.CCN(C(C)C)C(C)C.Cl[C:26](OC1C=CC=CC=1)=[O:27].[CH3:35][N:36]([CH3:40])[CH2:37][CH2:38][NH2:39]. (5) Given the product [CH:1]1([CH2:4][NH:5][N:6]2[C:15]3[C:10](=[CH:11][CH:12]=[CH:13][CH:14]=3)[C:9]([OH:16])=[C:8]([C:17]3[NH:22][C:21]4[CH:23]=[CH:24][C:25]([O:27][CH2:32][C:33]([O:35][C:36]([CH3:39])([CH3:38])[CH3:37])=[O:34])=[CH:26][C:20]=4[S:19](=[O:28])(=[O:29])[N:18]=3)[C:7]2=[O:30])[CH2:2][CH2:3]1, predict the reactants needed to synthesize it. The reactants are: [CH:1]1([CH2:4][NH:5][N:6]2[C:15]3[C:10](=[CH:11][CH:12]=[CH:13][CH:14]=3)[C:9]([OH:16])=[C:8]([C:17]3[NH:22][C:21]4[CH:23]=[CH:24][C:25]([OH:27])=[CH:26][C:20]=4[S:19](=[O:29])(=[O:28])[N:18]=3)[C:7]2=[O:30])[CH2:3][CH2:2]1.Br[CH2:32][C:33]([O:35][C:36]([CH3:39])([CH3:38])[CH3:37])=[O:34].C(=O)([O-])[O-].[K+].[K+].C(O)(=O)C. (6) Given the product [Br:1][C:2]1[CH:7]=[CH:6][C:5]([NH:8][C:9]([NH:16][CH2:15][CH2:14][Cl:13])=[O:10])=[C:4]([CH3:11])[CH:3]=1, predict the reactants needed to synthesize it. The reactants are: [Br:1][C:2]1[CH:7]=[CH:6][C:5]([N:8]=[C:9]=[O:10])=[C:4]([CH3:11])[CH:3]=1.Cl.[Cl:13][CH2:14][CH2:15][NH2:16].O. (7) Given the product [F:1][C:2]1[CH:7]=[CH:6][C:5]([C:8]2[C:12]([C:13]3[N:14]=[CH:15][N:16]([C:18]4[CH:23]=[CH:22][C:21]([C:24](=[O:26])[CH3:25])=[CH:20][CH:19]=4)[CH:17]=3)=[C:11]([CH2:27][OH:28])[O:10][N:9]=2)=[CH:4][CH:3]=1, predict the reactants needed to synthesize it. The reactants are: [F:1][C:2]1[CH:7]=[CH:6][C:5]([C:8]2[C:12]([C:13]3[N:14]=[CH:15][N:16]([C:18]4[CH:23]=[CH:22][C:21]([C:24](=[O:26])[CH3:25])=[CH:20][CH:19]=4)[CH:17]=3)=[C:11]([CH2:27][O:28]C)[O:10][N:9]=2)=[CH:4][CH:3]=1.B(Br)(Br)Br. (8) Given the product [CH3:21][O:22][C:23]1[CH:28]=[C:27]([C:2]2[C:11]3[C:6](=[CH:7][C:8]([O:12][CH3:13])=[CH:9][CH:10]=3)[CH:5]=[C:4]([NH:14][C:15]3[CH:19]=[C:18]([CH3:20])[NH:17][N:16]=3)[N:3]=2)[CH:26]=[CH:25][CH:24]=1, predict the reactants needed to synthesize it. The reactants are: Cl[C:2]1[C:11]2[C:6](=[CH:7][C:8]([O:12][CH3:13])=[CH:9][CH:10]=2)[CH:5]=[C:4]([NH:14][C:15]2[CH:19]=[C:18]([CH3:20])[NH:17][N:16]=2)[N:3]=1.[CH3:21][O:22][C:23]1[CH:24]=[C:25](B(O)O)[CH:26]=[CH:27][CH:28]=1. (9) Given the product [O:1]1[CH2:6][CH2:5][CH:4]([N:7]2[CH2:11][CH2:10][C@@H:9]([NH2:12])[CH2:8]2)[CH2:3][CH2:2]1, predict the reactants needed to synthesize it. The reactants are: [O:1]1[CH2:6][CH2:5][CH:4]([N:7]2[CH2:11][CH2:10][C@@H:9]([NH:12]C(=O)OC(C)(C)C)[CH2:8]2)[CH2:3][CH2:2]1.FC(F)(F)C(O)=O.